This data is from CYP2C19 inhibition data for predicting drug metabolism from PubChem BioAssay. The task is: Regression/Classification. Given a drug SMILES string, predict its absorption, distribution, metabolism, or excretion properties. Task type varies by dataset: regression for continuous measurements (e.g., permeability, clearance, half-life) or binary classification for categorical outcomes (e.g., BBB penetration, CYP inhibition). Dataset: cyp2c19_veith. (1) The compound is COc1cc(NCC[C@@H]2CCCCN2)c2ncccc2c1. The result is 1 (inhibitor). (2) The compound is CC(C)CN1CC2(CCN(C(=O)c3cnccn3)CC2)C1. The result is 0 (non-inhibitor). (3) The molecule is NCc1cc(=O)[nH]o1. The result is 0 (non-inhibitor).